Dataset: NCI-60 drug combinations with 297,098 pairs across 59 cell lines. Task: Regression. Given two drug SMILES strings and cell line genomic features, predict the synergy score measuring deviation from expected non-interaction effect. Drug 1: C1CCC(C(C1)N)N.C(=O)(C(=O)[O-])[O-].[Pt+4]. Drug 2: C(CCl)NC(=O)N(CCCl)N=O. Cell line: HCT116. Synergy scores: CSS=46.4, Synergy_ZIP=-3.40, Synergy_Bliss=-6.72, Synergy_Loewe=-20.7, Synergy_HSA=-4.74.